This data is from Full USPTO retrosynthesis dataset with 1.9M reactions from patents (1976-2016). The task is: Predict the reactants needed to synthesize the given product. (1) Given the product [CH3:1][O:2][C:3]1[CH:4]=[CH:5][C:6]([C:9]2[CH:22]=[C:12]3[N:13]=[C:14]([C:17]([OH:19])=[O:18])[CH:15]=[CH:16][N:11]3[N:10]=2)=[CH:7][CH:8]=1, predict the reactants needed to synthesize it. The reactants are: [CH3:1][O:2][C:3]1[CH:8]=[CH:7][C:6]([C:9]2[CH:22]=[C:12]3[N:13]=[C:14]([C:17]([O:19]CC)=[O:18])[CH:15]=[CH:16][N:11]3[N:10]=2)=[CH:5][CH:4]=1.O.[OH-].[Li+].Cl. (2) The reactants are: [C:1]([O:5][C:6]([N:8]1[CH2:12][C@@H:11]([N:13]([CH2:21][C:22]2[CH:27]=[C:26]([C:28]([F:31])([F:30])[F:29])[CH:25]=[C:24]([C:32]([F:35])([F:34])[F:33])[CH:23]=2)[C:14]2[N:19]=[CH:18][C:17](Br)=[CH:16][N:15]=2)[CH2:10][C@H:9]1[CH2:36][O:37][CH3:38])=[O:7])([CH3:4])([CH3:3])[CH3:2].[CH3:39][N:40]1[CH:44]=[CH:43][C:42](B2OC(C)(C)C(C)(C)O2)=[N:41]1.C(=O)([O-])O.[Na+].O. Given the product [C:1]([O:5][C:6]([N:8]1[CH2:12][C@@H:11]([N:13]([CH2:21][C:22]2[CH:27]=[C:26]([C:28]([F:31])([F:30])[F:29])[CH:25]=[C:24]([C:32]([F:35])([F:34])[F:33])[CH:23]=2)[C:14]2[N:19]=[CH:18][C:17]([C:43]3[CH:42]=[N:41][N:40]([CH3:39])[CH:44]=3)=[CH:16][N:15]=2)[CH2:10][C@H:9]1[CH2:36][O:37][CH3:38])=[O:7])([CH3:4])([CH3:3])[CH3:2], predict the reactants needed to synthesize it. (3) Given the product [NH2:1][C:2]1[C:7]2[C:8]([C:11]3[CH:16]=[CH:15][C:14]([NH:17][C:18](=[O:24])[O:19][C:20]([CH3:23])([CH3:22])[CH3:21])=[CH:13][CH:12]=3)=[CH:9][S:10][C:6]=2[C:5]([C:29]2[CH:30]=[CH:31][N:26]=[CH:27][CH:28]=2)=[CH:4][N:3]=1, predict the reactants needed to synthesize it. The reactants are: [NH2:1][C:2]1[C:7]2[C:8]([C:11]3[CH:16]=[CH:15][C:14]([NH:17][C:18](=[O:24])[O:19][C:20]([CH3:23])([CH3:22])[CH3:21])=[CH:13][CH:12]=3)=[CH:9][S:10][C:6]=2[C:5](I)=[CH:4][N:3]=1.[N:26]1[CH:31]=[CH:30][C:29](B(O)O)=[CH:28][CH:27]=1.C([O-])([O-])=O.[Na+].[Na+]. (4) Given the product [Cl:14][C:6]1[N:5]2[N:9]=[CH:10][N:11]=[C:4]2[N:3]=[C:2]([CH3:1])[CH:7]=1, predict the reactants needed to synthesize it. The reactants are: [CH3:1][C:2]1[CH:7]=[C:6](O)[N:5]2[N:9]=[CH:10][N:11]=[C:4]2[N:3]=1.P(Cl)(Cl)([Cl:14])=O. (5) Given the product [C:1]([CH2:3][NH:4][C:5]([C@@H:7]([O:12][CH:13]([C:23]1[CH:24]=[CH:25][CH:26]=[CH:27][CH:28]=1)[C:14]1[CH:15]=[CH:16][C:17]([C:18]([N:31]([CH3:32])[CH3:30])=[O:19])=[CH:21][CH:22]=1)[CH2:8][CH:9]([CH3:11])[CH3:10])=[O:6])#[N:2], predict the reactants needed to synthesize it. The reactants are: [C:1]([CH2:3][NH:4][C:5]([C@@H:7]([O:12][CH:13]([C:23]1[CH:28]=[CH:27][CH:26]=[CH:25][CH:24]=1)[C:14]1[CH:22]=[CH:21][C:17]([C:18](O)=[O:19])=[CH:16][CH:15]=1)[CH2:8][CH:9]([CH3:11])[CH3:10])=[O:6])#[N:2].Cl.[CH3:30][NH:31][CH3:32].